The task is: Predict the reaction yield, written as a fraction of the theoretical maximum amount of product (1.0 means a 100% yield; for example, 0.34 means a 34% yield).. This data is from Reaction yield outcomes from USPTO patents with 853,638 reactions. The reactants are [CH:1]1([CH:4]([C:18]2[CH:23]=[CH:22][CH:21]=[CH:20][C:19]=2[O:24][CH3:25])[NH:5][C:6]([C:8]2[CH:9]=[C:10]3[C:14](=[CH:15][CH:16]=2)[NH:13][N:12]=[C:11]3I)=[O:7])[CH2:3][CH2:2]1.[CH3:26][N:27]1[CH2:32][CH2:31][CH:30]([O:33][C:34]2[CH:39]=[CH:38][C:37](B3OC(C)(C)C(C)(C)O3)=[CH:36][CH:35]=2)[CH2:29][CH2:28]1.C([O-])([O-])=O.[Na+].[Na+]. The catalyst is CCO.C1C=CC([P]([Pd]([P](C2C=CC=CC=2)(C2C=CC=CC=2)C2C=CC=CC=2)([P](C2C=CC=CC=2)(C2C=CC=CC=2)C2C=CC=CC=2)[P](C2C=CC=CC=2)(C2C=CC=CC=2)C2C=CC=CC=2)(C2C=CC=CC=2)C2C=CC=CC=2)=CC=1. The product is [CH:1]1([CH:4]([C:18]2[CH:23]=[CH:22][CH:21]=[CH:20][C:19]=2[O:24][CH3:25])[NH:5][C:6]([C:8]2[CH:9]=[C:10]3[C:14](=[CH:15][CH:16]=2)[NH:13][N:12]=[C:11]3[C:37]2[CH:38]=[CH:39][C:34]([O:33][CH:30]3[CH2:29][CH2:28][N:27]([CH3:26])[CH2:32][CH2:31]3)=[CH:35][CH:36]=2)=[O:7])[CH2:3][CH2:2]1. The yield is 0.260.